Task: Predict the reactants needed to synthesize the given product.. Dataset: Full USPTO retrosynthesis dataset with 1.9M reactions from patents (1976-2016) Given the product [CH3:1][N:2]1[C@@H:11]2[CH2:12][C:13]3[CH:18]=[CH:17][C:16]([OH:19])=[CH:15][C:14]=3[C@@:5]3([C@H:10]2[CH2:9][CH2:8][CH2:7][CH2:6]3)[CH2:4][CH2:3]1, predict the reactants needed to synthesize it. The reactants are: [CH3:1][N:2]1[C@@H:11]2[CH2:12][C:13]3[CH:18]=[CH:17][C:16]([OH:19])=[CH:15][C:14]=3[C@@:5]3([C@H:10]2[CH2:9][CH2:8][CH2:7][CH2:6]3)[CH2:4][CH2:3]1.C(O)(C(O)=O)C(O)C(O)=O.O=C1O[C@H]([C@H](CO)O)C(O)=C1O.C(O)(=O)CC(CC(O)=O)(C(O)=O)O.C([O-])(=O)CC(CC([O-])=O)(C([O-])=O)O.[Na+].[Na+].[Na+].C(N(CC(O)=O)CC(O)=O)CN(CC(O)=O)CC(O)=O.[Si](=O)=O.CC1C2O[C@@](CCC[C@@H](CCC[C@@H](CCCC(C)C)C)C)(C)CCC=2C(C)=C(OC(C)=O)C=1C.